From a dataset of Reaction yield outcomes from USPTO patents with 853,638 reactions. Predict the reaction yield, written as a fraction of the theoretical maximum amount of product (1.0 means a 100% yield; for example, 0.34 means a 34% yield). (1) The reactants are [CH3:1][C:2]([CH3:16])([CH3:15])[C@H:3]([OH:14])[CH2:4][N:5]1[CH:9]=[CH:8][C:7]([C:10]([F:13])([F:12])[F:11])=[N:6]1.Cl[C:18]([O:20][C:21]1[CH:26]=[CH:25][C:24]([N+:27]([O-:29])=[O:28])=[CH:23][CH:22]=1)=[O:19].N1C=CC=CC=1.C(=O)(O)[O-].[Na+]. The catalyst is ClCCCl. The product is [C:18](=[O:19])([O:14][C@H:3]([CH2:4][N:5]1[CH:9]=[CH:8][C:7]([C:10]([F:13])([F:12])[F:11])=[N:6]1)[C:2]([CH3:16])([CH3:15])[CH3:1])[O:20][C:21]1[CH:22]=[CH:23][C:24]([N+:27]([O-:29])=[O:28])=[CH:25][CH:26]=1. The yield is 0.930. (2) The reactants are C(O[C:6]([N:8]1[CH2:13][CH2:12][CH:11]([O:14][C:15]2[CH:20]=[CH:19][C:18]([N+:21]([O-:23])=[O:22])=[CH:17][C:16]=2[C:24]([F:27])([F:26])[F:25])[CH2:10][CH2:9]1)=O)(C)(C)C.C=O.C(=O)([O-])O.[Na+]. The catalyst is C(O)=O. The product is [CH3:6][N:8]1[CH2:13][CH2:12][CH:11]([O:14][C:15]2[CH:20]=[CH:19][C:18]([N+:21]([O-:23])=[O:22])=[CH:17][C:16]=2[C:24]([F:25])([F:26])[F:27])[CH2:10][CH2:9]1. The yield is 0.950. (3) The product is [C:29]([N:21]([C:18]1[N:19]=[N:20][C:15]([O:14][CH2:13][C:3]2[C:4]([C:7]3[CH:8]=[CH:9][CH:10]=[CH:11][CH:12]=3)=[N:5][O:6][C:2]=2[CH3:1])=[CH:16][CH:17]=1)[C:35](=[O:36])[CH3:34])(=[O:31])[CH3:30]. The yield is 0.620. The reactants are [CH3:1][C:2]1[O:6][N:5]=[C:4]([C:7]2[CH:12]=[CH:11][CH:10]=[CH:9][CH:8]=2)[C:3]=1[CH2:13][O:14][C:15]1[N:20]=[N:19][C:18]([NH2:21])=[CH:17][CH:16]=1.C(N(CC)CC)C.[C:29](Cl)(=[O:31])[CH3:30].C1C[O:36][CH2:35][CH2:34]1. No catalyst specified. (4) The reactants are [NH2:1][C:2]1[CH:10]=[C:9]([F:11])[C:8]([I:12])=[CH:7][C:3]=1[C:4]([OH:6])=[O:5].Cl[C:14]([O:17]C(Cl)=O)(Cl)Cl. The catalyst is O1CCOCC1. The product is [F:11][C:9]1[CH:10]=[C:2]2[NH:1][C:14](=[O:17])[O:6][C:4](=[O:5])[C:3]2=[CH:7][C:8]=1[I:12]. The yield is 0.900. (5) The reactants are I[C:2]1[C:10]2[C:5](=[CH:6][N:7]=[CH:8][CH:9]=2)[NH:4][N:3]=1.C(S)[CH2:12][S:13]([O-])(=O)=O.[Na+]. The yield is 0.500. The product is [CH3:12][S:13][C:2]1[C:10]2[C:5](=[CH:6][N:7]=[CH:8][CH:9]=2)[NH:4][N:3]=1. The catalyst is CS(C)=O.[Cu]I. (6) The reactants are [Cl:1][C:2]1[CH:3]=[C:4]2[C:9](=[CH:10][CH:11]=1)[O:8][CH:7]=[C:6](I)[C:5]2=O.[C:14]([C:16]1[CH:22]=[CH:21][C:19]([NH2:20])=[CH:18][CH:17]=1)#[CH:15].C(N(C(C)C)CC)(C)C.[NH2:32][NH2:33]. The catalyst is Cl[Pd](Cl)([P](C1C=CC=CC=1)(C1C=CC=CC=1)C1C=CC=CC=1)[P](C1C=CC=CC=1)(C1C=CC=CC=1)C1C=CC=CC=1.[Cu]I.CC#N. The product is [NH2:20][C:19]1[CH:21]=[CH:22][C:16]([C:14]#[C:15][C:6]2[C:5]([C:4]3[CH:3]=[C:2]([Cl:1])[CH:11]=[CH:10][C:9]=3[OH:8])=[N:32][NH:33][CH:7]=2)=[CH:17][CH:18]=1. The yield is 0.487. (7) No catalyst specified. The yield is 0.850. The product is [F:59][C:60]1[CH:61]=[C:62]([CH:66]=[CH:67][C:68]=1[F:69])[C:63]([NH:34][C:35]1[CH:36]=[CH:37][C:38]([C:41]2[CH:49]=[C:48]3[C:44]([CH2:45][N:46]([C@@H:51]([CH:56]([CH3:58])[CH3:57])[C:52]([O:54][CH3:55])=[O:53])[C:47]3=[O:50])=[CH:43][CH:42]=2)=[CH:39][CH:40]=1)=[O:64]. The reactants are C(NC1C=CC(C2C=C3C(CN([C@@H](C(C)C)C(OC)=O)C3=O)=CC=2)=CC=1)(=O)C1C=CC=CC=1.[NH2:34][C:35]1[CH:40]=[CH:39][C:38]([C:41]2[CH:49]=[C:48]3[C:44]([CH2:45][N:46]([C@@H:51]([CH:56]([CH3:58])[CH3:57])[C:52]([O:54][CH3:55])=[O:53])[C:47]3=[O:50])=[CH:43][CH:42]=2)=[CH:37][CH:36]=1.[F:59][C:60]1[CH:61]=[C:62]([CH:66]=[CH:67][C:68]=1[F:69])[C:63](Cl)=[O:64]. (8) The reactants are FC(F)(F)C1C=C(NC(=O)NC2C=CC(C3SC(CCC(O)=O)=NC=3)=CC=2)C=CC=1.[Cl:31][C:32]1[CH:37]=[CH:36][C:35]([NH:38][C:39](=[O:59])[NH:40][C:41]2[CH:46]=[CH:45][C:44]([C:47]3[S:51][C:50]([CH2:52][CH2:53][CH2:54][C:55]([O:57]C)=[O:56])=[N:49][N:48]=3)=[CH:43][CH:42]=2)=[C:34]([O:60][C:61]2[CH:66]=[CH:65][CH:64]=[CH:63][CH:62]=2)[CH:33]=1. No catalyst specified. The product is [Cl:31][C:32]1[CH:37]=[CH:36][C:35]([NH:38][C:39](=[O:59])[NH:40][C:41]2[CH:46]=[CH:45][C:44]([C:47]3[S:51][C:50]([CH2:52][CH2:53][CH2:54][C:55]([OH:57])=[O:56])=[N:49][N:48]=3)=[CH:43][CH:42]=2)=[C:34]([O:60][C:61]2[CH:62]=[CH:63][CH:64]=[CH:65][CH:66]=2)[CH:33]=1. The yield is 0.860. (9) The yield is 0.220. The product is [CH3:3][O:4][C:5]1[CH:6]=[C:7]2[C:16](=[CH:17][CH:18]=1)[N:15]=[CH:14][C:13]1[O:12][CH2:11][CH:10]([N:19]3[CH:23]=[C:22]([NH2:24])[CH:21]=[N:20]3)[CH2:9][C:8]2=1. The catalyst is C(O)C.[Fe]. The reactants are [Cl-].[NH4+].[CH3:3][O:4][C:5]1[CH:6]=[C:7]2[C:16](=[CH:17][CH:18]=1)[N:15]=[CH:14][C:13]1[O:12][CH2:11][CH:10]([N:19]3[CH:23]=[C:22]([N+:24]([O-])=O)[CH:21]=[N:20]3)[CH2:9][C:8]2=1.